This data is from Full USPTO retrosynthesis dataset with 1.9M reactions from patents (1976-2016). The task is: Predict the reactants needed to synthesize the given product. (1) Given the product [Br:8][C:5]1[CH:6]=[CH:7][C:2]([O:9][CH2:10][CH:11]2[CH2:15][N:14]([CH3:16])[C:13](=[O:17])[CH2:12]2)=[N:3][CH:4]=1, predict the reactants needed to synthesize it. The reactants are: Br[C:2]1[CH:7]=[CH:6][C:5]([Br:8])=[CH:4][N:3]=1.[OH:9][CH2:10][CH:11]1[CH2:15][N:14]([CH3:16])[C:13](=[O:17])[CH2:12]1. (2) Given the product [F:17][C:18]([F:23])([F:22])[C:19]([OH:21])=[O:20].[C:14]([C:12]1[CH2:13][NH:8][CH2:9][CH2:10][CH:11]=1)(=[O:16])[NH2:15], predict the reactants needed to synthesize it. The reactants are: C(OC([N:8]1[CH2:13][C:12]([C:14](=[O:16])[NH2:15])=[CH:11][CH2:10][CH2:9]1)=O)(C)(C)C.[F:17][C:18]([F:23])([F:22])[C:19]([OH:21])=[O:20]. (3) The reactants are: [F:1][C:2]1[C:3]([C:9]([OH:11])=[O:10])=[N:4][CH:5]=[C:6]([F:8])[CH:7]=1.[CH2:12](Cl)Cl.CCN=C=NCCCN(C)C. Given the product [F:1][C:2]1[C:3]([C:9]([O:11][CH3:12])=[O:10])=[N:4][CH:5]=[C:6]([F:8])[CH:7]=1, predict the reactants needed to synthesize it. (4) Given the product [CH3:1][O:2][C:3]1[CH:4]=[CH:5][C:6]([CH2:7][N:8]2[C:12]3=[N:13][CH:14]=[CH:15][C:16]([O:17][C:18]4[CH:23]=[CH:22][C:21]([NH:24][C:35]([CH:34]5[CH2:33][CH2:32][NH:31][C:30]5=[O:29])=[O:36])=[CH:20][C:19]=4[F:25])=[C:11]3[C:10]([CH3:26])=[N:9]2)=[CH:27][CH:28]=1, predict the reactants needed to synthesize it. The reactants are: [CH3:1][O:2][C:3]1[CH:28]=[CH:27][C:6]([CH2:7][N:8]2[C:12]3=[N:13][CH:14]=[CH:15][C:16]([O:17][C:18]4[CH:23]=[CH:22][C:21]([NH2:24])=[CH:20][C:19]=4[F:25])=[C:11]3[C:10]([CH3:26])=[N:9]2)=[CH:5][CH:4]=1.[O:29]=[C:30]1[CH:34]([C:35](O)=[O:36])[CH2:33][CH2:32][NH:31]1.Cl.C(N=C=NCCCN(C)C)C.N1(O)C2C=CC=CC=2N=N1.C(N(C(C)C)C(C)C)C.